Task: Predict the reaction yield, written as a fraction of the theoretical maximum amount of product (1.0 means a 100% yield; for example, 0.34 means a 34% yield).. Dataset: Reaction yield outcomes from USPTO patents with 853,638 reactions The reactants are [F:1][C:2]1[CH:3]=[C:4]([CH:7]=[C:8]([N+:11]([O-:13])=[O:12])[C:9]=1[OH:10])[CH:5]=O.[C:14]1([C:20](=O)[CH2:21][C:22]2[CH:27]=[CH:26][CH:25]=[CH:24][CH:23]=2)[CH:19]=[CH:18][CH:17]=[CH:16][CH:15]=1.[NH2:29][C:30]([NH2:32])=[O:31].Cl. The catalyst is C(O)C. The product is [F:1][C:2]1[CH:3]=[C:4]([CH:5]2[C:21]([C:22]3[CH:27]=[CH:26][CH:25]=[CH:24][CH:23]=3)=[C:20]([C:14]3[CH:19]=[CH:18][CH:17]=[CH:16][CH:15]=3)[NH:32][C:30](=[O:31])[NH:29]2)[CH:7]=[C:8]([N+:11]([O-:13])=[O:12])[C:9]=1[OH:10]. The yield is 0.414.